Predict the reaction yield, written as a fraction of the theoretical maximum amount of product (1.0 means a 100% yield; for example, 0.34 means a 34% yield). From a dataset of Reaction yield outcomes from USPTO patents with 853,638 reactions. The reactants are [CH2:1]([OH:5])[CH2:2][CH2:3][CH3:4].N1C=CC=CC=1.[Cl:12][C:13]1[CH:18]=[CH:17][CH:16]=[CH:15][C:14]=1[O:19][P:20](Cl)([O:22][C:23]1[CH:28]=[CH:27][CH:26]=[CH:25][C:24]=1[Cl:29])=[O:21]. The catalyst is C(Cl)Cl. The product is [P:20]([O:19][C:14]1[CH:15]=[CH:16][CH:17]=[CH:18][C:13]=1[Cl:12])([O:22][C:23]1[CH:28]=[CH:27][CH:26]=[CH:25][C:24]=1[Cl:29])([O:5][CH2:1][CH2:2][CH2:3][CH3:4])=[O:21]. The yield is 0.770.